From a dataset of CYP2C19 inhibition data for predicting drug metabolism from PubChem BioAssay. Regression/Classification. Given a drug SMILES string, predict its absorption, distribution, metabolism, or excretion properties. Task type varies by dataset: regression for continuous measurements (e.g., permeability, clearance, half-life) or binary classification for categorical outcomes (e.g., BBB penetration, CYP inhibition). Dataset: cyp2c19_veith. (1) The compound is c1ccc2c(c1)CCC[C@@H]2C1=NCCN1. The result is 0 (non-inhibitor). (2) The compound is Cc1cnc(CNc2ccnc(-c3ccoc3)n2)cn1. The result is 0 (non-inhibitor). (3) The molecule is N#Cc1ccccc1CN1C(=O)S/C(=C/c2cccn2-c2cccc(C(=O)O)c2)C1=O. The result is 1 (inhibitor). (4) The drug is O=C(O)c1nc2nc(Cl)c(Cl)nc2[nH]1. The result is 0 (non-inhibitor).